This data is from Forward reaction prediction with 1.9M reactions from USPTO patents (1976-2016). The task is: Predict the product of the given reaction. (1) Given the reactants [H-].[Na+].[NH2:3][C@@H:4]1[C:13]2[C:8](=[CH:9][CH:10]=[CH:11][CH:12]=2)[C@H:7]([OH:14])[CH2:6][CH2:5]1.F[C:16]1[CH:17]=[CH:18][C:19]2[N:20]([C:22]([C@@H:25]3[CH2:29][CH2:28][CH2:27][N:26]3[CH2:30][CH2:31][CH2:32][O:33][Si:34]([CH:41]([CH3:43])[CH3:42])([CH:38]([CH3:40])[CH3:39])[CH:35]([CH3:37])[CH3:36])=[N:23][N:24]=2)[CH:21]=1.N, predict the reaction product. The product is: [CH:41]([Si:34]([CH:35]([CH3:37])[CH3:36])([CH:38]([CH3:40])[CH3:39])[O:33][CH2:32][CH2:31][CH2:30][N:26]1[CH2:27][CH2:28][CH2:29][C@H:25]1[C:22]1[N:20]2[CH:21]=[C:16]([O:14][C@H:7]3[C:8]4[C:13](=[CH:12][CH:11]=[CH:10][CH:9]=4)[C@@H:4]([NH2:3])[CH2:5][CH2:6]3)[CH:17]=[CH:18][C:19]2=[N:24][N:23]=1)([CH3:43])[CH3:42]. (2) Given the reactants [CH2:1]([O:3][C:4]([C:6]1[CH:7]=[N:8][C:9]2[C:14]([C:15]=1Cl)=[CH:13][CH:12]=[CH:11][C:10]=2[O:17][CH3:18])=[O:5])[CH3:2].[CH3:19][O:20][C:21]1[CH:22]=[C:23]([CH:25]=[CH:26][C:27]=1[O:28][CH3:29])[NH2:24], predict the reaction product. The product is: [CH2:1]([O:3][C:4]([C:6]1[CH:7]=[N:8][C:9]2[C:14]([C:15]=1[NH:24][C:23]1[CH:25]=[CH:26][C:27]([O:28][CH3:29])=[C:21]([O:20][CH3:19])[CH:22]=1)=[CH:13][CH:12]=[CH:11][C:10]=2[O:17][CH3:18])=[O:5])[CH3:2]. (3) Given the reactants [NH:1]1[CH2:6][CH2:5][O:4][CH:3]([CH2:7][NH:8][C:9]([C:11]2[C:15]3[N:16]=[CH:17][N:18]=[C:19]([C:20]4[C:28]5[O:27][CH2:26][O:25][C:24]=5[CH:23]=[CH:22][C:21]=4[O:29][CH2:30][CH:31]4[CH2:33][CH2:32]4)[C:14]=3[NH:13][CH:12]=2)=[O:10])[CH2:2]1.[CH:34](OC(=O)C)=[O:35], predict the reaction product. The product is: [CH:34]([N:1]1[CH2:6][CH2:5][O:4][CH:3]([CH2:7][NH:8][C:9]([C:11]2[C:15]3[N:16]=[CH:17][N:18]=[C:19]([C:20]4[C:28]5[O:27][CH2:26][O:25][C:24]=5[CH:23]=[CH:22][C:21]=4[O:29][CH2:30][CH:31]4[CH2:32][CH2:33]4)[C:14]=3[NH:13][CH:12]=2)=[O:10])[CH2:2]1)=[O:35]. (4) Given the reactants [CH3:1][O:2][C:3]1[CH:4]=[C:5]([NH:17][C:18]2[C:27]3[C:22](=[CH:23][CH:24]=[CH:25][C:26]=3[O:28][C@H:29]([CH3:34])[C:30]([O:32]C)=O)[N:21]=[CH:20][N:19]=2)[CH:6]=[CH:7][C:8]=1[O:9][C:10]1[CH:11]=[N:12][C:13]([CH3:16])=[CH:14][CH:15]=1.[CH3:35][NH:36][CH2:37]CO.[CH3:40][OH:41], predict the reaction product. The product is: [OH:41][CH2:40][CH2:35][N:36]([CH3:37])[C:30](=[O:32])[C@H:29]([O:28][C:26]1[CH:25]=[CH:24][CH:23]=[C:22]2[C:27]=1[C:18]([NH:17][C:5]1[CH:6]=[CH:7][C:8]([O:9][C:10]3[CH:11]=[N:12][C:13]([CH3:16])=[CH:14][CH:15]=3)=[C:3]([O:2][CH3:1])[CH:4]=1)=[N:19][CH:20]=[N:21]2)[CH3:34]. (5) Given the reactants [CH2:1]([O:8][C:9]1[C:10]2[N:11]([C:15](I)=[C:16]([C:18]3[CH:23]=[CH:22][C:21]([F:24])=[CH:20][CH:19]=3)[N:17]=2)[CH:12]=[CH:13][CH:14]=1)[C:2]1[CH:7]=[CH:6][CH:5]=[CH:4][CH:3]=1.[CH3:26][S:27][C:28]1[N:33]=[C:32]([Sn](CCCC)(CCCC)CCCC)[CH:31]=[CH:30][N:29]=1.[F-].[K+], predict the reaction product. The product is: [CH2:1]([O:8][C:9]1[C:10]2[N:11]([C:15]([C:30]3[CH:31]=[CH:32][N:33]=[C:28]([S:27][CH3:26])[N:29]=3)=[C:16]([C:18]3[CH:23]=[CH:22][C:21]([F:24])=[CH:20][CH:19]=3)[N:17]=2)[CH:12]=[CH:13][CH:14]=1)[C:2]1[CH:7]=[CH:6][CH:5]=[CH:4][CH:3]=1. (6) The product is: [CH3:1][O:2][C:3]1[CH:11]=[CH:10][C:6]([C:7]([Cl:17])=[O:8])=[CH:5][C:4]=1[N+:12]([O-:14])=[O:13]. Given the reactants [CH3:1][O:2][C:3]1[CH:11]=[CH:10][C:6]([C:7](O)=[O:8])=[CH:5][C:4]=1[N+:12]([O-:14])=[O:13].S(Cl)([Cl:17])=O, predict the reaction product. (7) Given the reactants Cl.Cl.Cl.[NH2:4][C@H:5]1[CH2:10][CH2:9][C@H:8]([CH2:11][CH2:12][N:13]2[CH2:18][CH2:17][N:16]([C:19]3[C:24]([Cl:25])=[C:23]([Cl:26])[N:22]=[C:21]([NH:27][CH3:28])[N:20]=3)[CH2:15][CH2:14]2)[CH2:7][CH2:6]1.C(N(CC)CC)C.[CH2:36]([N:38]=[C:39]=[O:40])[CH3:37], predict the reaction product. The product is: [Cl:25][C:24]1[C:19]([N:16]2[CH2:15][CH2:14][N:13]([CH2:12][CH2:11][C@H:8]3[CH2:9][CH2:10][C@H:5]([NH:4][C:39]([NH:38][CH2:36][CH3:37])=[O:40])[CH2:6][CH2:7]3)[CH2:18][CH2:17]2)=[N:20][C:21]([NH:27][CH3:28])=[N:22][C:23]=1[Cl:26]. (8) The product is: [Cl:11][C:12]1[CH:13]=[CH:14][C:15]([C:18]2[CH:19]=[CH:20][C:21]([C:24]#[C:25][C:26]3[CH:40]=[CH:39][C:29]([O:30][CH2:31][CH2:32][N:33]([CH:34]4[CH2:38][CH2:37][CH2:36][CH2:35]4)[CH2:8][CH2:9][OH:10])=[C:28]([CH3:41])[CH:27]=3)=[N:22][CH:23]=2)=[CH:16][CH:17]=1. Given the reactants C(=O)([O-])[O-].[K+].[K+].Br[CH2:8][CH2:9][OH:10].[Cl:11][C:12]1[CH:17]=[CH:16][C:15]([C:18]2[CH:19]=[CH:20][C:21]([C:24]#[C:25][C:26]3[CH:40]=[CH:39][C:29]([O:30][CH2:31][CH2:32][NH:33][CH:34]4[CH2:38][CH2:37][CH2:36][CH2:35]4)=[C:28]([CH3:41])[CH:27]=3)=[N:22][CH:23]=2)=[CH:14][CH:13]=1, predict the reaction product. (9) Given the reactants C(OC([O:8][NH:9][C:10]([C:12]1[CH:13]=[N:14][C:15]([N:18]2[CH2:23][CH:22]3[CH:20]([CH:21]3[N:24]([S:33]([C:36]3[CH:45]=[CH:44][C:43]4[C:38](=[CH:39][CH:40]=[CH:41][CH:42]=4)[CH:37]=3)(=[O:35])=[O:34])[CH2:25][CH2:26][N:27]3[CH2:31][CH2:30][CH2:29][C:28]3=[O:32])[CH2:19]2)=[N:16][CH:17]=1)=[O:11])C)C(C)C.C(O)(C(F)(F)F)=O.C(Cl)Cl, predict the reaction product. The product is: [OH:8][NH:9][C:10]([C:12]1[CH:17]=[N:16][C:15]([N:18]2[CH2:19][CH:20]3[CH:22]([CH:21]3[N:24]([S:33]([C:36]3[CH:45]=[CH:44][C:43]4[C:38](=[CH:39][CH:40]=[CH:41][CH:42]=4)[CH:37]=3)(=[O:35])=[O:34])[CH2:25][CH2:26][N:27]3[CH2:31][CH2:30][CH2:29][C:28]3=[O:32])[CH2:23]2)=[N:14][CH:13]=1)=[O:11]. (10) Given the reactants [Cl:1][C:2]1[CH:3]=[C:4]2[C:8](=[CH:9][CH:10]=1)[NH:7][N:6]=[C:5]2[C:11]([NH2:13])=O.ClCCl.FC(F)(F)C(O)=O, predict the reaction product. The product is: [Cl:1][C:2]1[CH:3]=[C:4]2[C:8](=[CH:9][CH:10]=1)[NH:7][N:6]=[C:5]2[C:11]#[N:13].